Dataset: Catalyst prediction with 721,799 reactions and 888 catalyst types from USPTO. Task: Predict which catalyst facilitates the given reaction. (1) Reactant: I[C:2]1[CH:12]=[CH:11][C:5]([C:6]([O:8][CH2:9][CH3:10])=[O:7])=[CH:4][CH:3]=1.[CH:13]1([CH:17]=[O:18])[CH2:16][CH2:15][CH2:14]1. Product: [CH:13]1([CH:17]([OH:18])[C:2]2[CH:12]=[CH:11][C:5]([C:6]([O:8][CH2:9][CH3:10])=[O:7])=[CH:4][CH:3]=2)[CH2:16][CH2:15][CH2:14]1. The catalyst class is: 7. (2) Reactant: [CH2:1]([N:5]1[C:14](=[O:15])[C:13]([C:16]#[N:17])=[C:12]2[C:7]([C:8](=[O:18])[CH2:9][CH2:10][CH2:11]2)=[CH:6]1)[CH2:2][CH2:3][CH3:4].[BH4-].[Na+].Cl. Product: [CH2:1]([N:5]1[C:14](=[O:15])[C:13]([C:16]#[N:17])=[C:12]2[C:7]([CH:8]([OH:18])[CH2:9][CH2:10][CH2:11]2)=[CH:6]1)[CH2:2][CH2:3][CH3:4]. The catalyst class is: 1. (3) Reactant: C([Si](C)(C)[O:6][C@H:7]1[CH2:12][CH2:11][C@H:10]([N:13]2[CH2:18][CH2:17][CH2:16][CH2:15][C:14]2=[O:19])[CH2:9][CH2:8]1)(C)(C)C. Product: [OH:6][C@H:7]1[CH2:8][CH2:9][C@H:10]([N:13]2[CH2:18][CH2:17][CH2:16][CH2:15][C:14]2=[O:19])[CH2:11][CH2:12]1. The catalyst class is: 8.